From a dataset of Catalyst prediction with 721,799 reactions and 888 catalyst types from USPTO. Predict which catalyst facilitates the given reaction. (1) Reactant: Cl.[Br:2][C:3]1[CH:4]=[N:5][CH:6]=[C:7]([CH2:9]Cl)[CH:8]=1.[CH3:11][O:12][CH2:13][CH2:14][NH2:15].C(=O)([O-])[O-].[K+].[K+].O. Product: [NH3:5].[Br:2][C:3]1[CH:8]=[C:7]([CH2:9][NH:15][CH2:14][CH2:13][O:12][CH3:11])[CH:6]=[N:5][CH:4]=1. The catalyst class is: 382. (2) Reactant: [OH-].[K+].[Br:3][C:4]1[CH:13]=[C:12]2[C:7]([C:8]([CH3:16])([CH3:15])[CH2:9][C:10](=[O:14])[NH:11]2)=[CH:6][C:5]=1[CH3:17].I[CH2:19][CH2:20][CH3:21].O. Product: [Br:3][C:4]1[CH:13]=[C:12]2[C:7]([C:8]([CH3:15])([CH3:16])[CH2:9][C:10](=[O:14])[N:11]2[CH2:19][CH2:20][CH3:21])=[CH:6][C:5]=1[CH3:17]. The catalyst class is: 16. (3) Reactant: C(OC([N:8]1[CH2:13][CH2:12][CH2:11][CH:10]([CH2:14][NH:15][C:16]2[C:21]([C:22]3[CH:23]=[N:24][N:25]([CH3:27])[CH:26]=3)=[CH:20][N:19]=[C:18]([C:28]3[CH:33]=[CH:32][CH:31]=[C:30]([C:34]4[CH:35]=[N:36][N:37]([CH3:39])[CH:38]=4)[CH:29]=3)[N:17]=2)[CH2:9]1)=O)(C)(C)C.[ClH:40]. Product: [ClH:40].[CH3:27][N:25]1[CH:26]=[C:22]([C:21]2[C:16]([NH:15][CH2:14][CH:10]3[CH2:11][CH2:12][CH2:13][NH:8][CH2:9]3)=[N:17][C:18]([C:28]3[CH:33]=[CH:32][CH:31]=[C:30]([C:34]4[CH:35]=[N:36][N:37]([CH3:39])[CH:38]=4)[CH:29]=3)=[N:19][CH:20]=2)[CH:23]=[N:24]1. The catalyst class is: 798.